This data is from Forward reaction prediction with 1.9M reactions from USPTO patents (1976-2016). The task is: Predict the product of the given reaction. (1) Given the reactants [F:1][C:2]1[CH:7]=[CH:6][C:5]([C:8]2[N:12]=[N:11][N:10]([CH3:13])[C:9]=2[C:14]2[N:15]=[CH:16][N:17]([C:19]3[CH:27]=[CH:26][C:22]([C:23]([OH:25])=O)=[CH:21][CH:20]=3)[CH:18]=2)=[CH:4][CH:3]=1.[NH2:28][CH:29]1[CH2:34][CH2:33][O:32][CH2:31][CH2:30]1, predict the reaction product. The product is: [F:1][C:2]1[CH:3]=[CH:4][C:5]([C:8]2[N:12]=[N:11][N:10]([CH3:13])[C:9]=2[C:14]2[N:15]=[CH:16][N:17]([C:19]3[CH:20]=[CH:21][C:22]([C:23]([NH:28][CH:29]4[CH2:34][CH2:33][O:32][CH2:31][CH2:30]4)=[O:25])=[CH:26][CH:27]=3)[CH:18]=2)=[CH:6][CH:7]=1. (2) Given the reactants [F:1][C:2]1[C:3]([O:19][CH3:20])=[C:4]([C@@H:8]([CH3:18])[CH2:9][C@:10]([OH:17])([C:13]([F:16])([F:15])[F:14])[CH:11]=O)[CH:5]=[CH:6][CH:7]=1.[NH2:21][C:22]1[CH:31]=[C:30]([F:32])[C:29]([F:33])=[C:28]2[C:23]=1[CH:24]=[N:25][C:26]([CH3:34])=[N:27]2, predict the reaction product. The product is: [F:32][C:30]1[C:29]([F:33])=[C:28]2[C:23]([CH:24]=[N:25][C:26]([CH3:34])=[N:27]2)=[C:22]([N:21]=[CH:11][C@:10]([C:13]([F:14])([F:15])[F:16])([OH:17])[CH2:9][C@@H:8]([C:4]2[CH:5]=[CH:6][CH:7]=[C:2]([F:1])[C:3]=2[O:19][CH3:20])[CH3:18])[CH:31]=1.